From a dataset of Full USPTO retrosynthesis dataset with 1.9M reactions from patents (1976-2016). Predict the reactants needed to synthesize the given product. (1) Given the product [F:14][C:15]1[C:16]([CH2:22][N:23]2[CH:27]=[CH:26][C:25]([NH:28][C:29]3[S:30][C:3]([C:2]([C:8]4[S:9][CH:10]=[C:11]([CH3:13])[N:12]=4)([OH:1])[CH3:7])=[N:5][N:6]=3)=[N:24]2)=[N:17][CH:18]=[C:19]([F:21])[CH:20]=1, predict the reactants needed to synthesize it. The reactants are: [OH:1][C:2]([C:8]1[S:9][CH:10]=[C:11]([CH3:13])[N:12]=1)([CH3:7])[C:3]([NH:5][NH2:6])=O.[F:14][C:15]1[C:16]([CH2:22][N:23]2[CH:27]=[CH:26][C:25]([N:28]=[C:29]=[S:30])=[N:24]2)=[N:17][CH:18]=[C:19]([F:21])[CH:20]=1.S(=O)(=O)(O)O.N. (2) Given the product [CH-:1]1[CH:5]=[CH:4][CH:3]=[CH:2]1.[CH-:6]1[CH:10]=[CH:9][CH:8]=[CH:7]1.[Fe+2:11], predict the reactants needed to synthesize it. The reactants are: [CH2:1]1[CH:5]=[CH:4][CH:3]=[CH:2]1.[CH-:6]1[CH:10]=[CH:9][CH:8]=[CH:7]1.[Fe+2:11].[CH-]1C=CC=C1.[CH-]1C=CC=C1.[Fe+2]. (3) Given the product [F:20][C:15]1[CH:16]=[N:17][CH:18]=[CH:19][C:14]=1[N:24]1[CH:23]=[C:22]([CH3:21])[CH:26]=[N:25]1, predict the reactants needed to synthesize it. The reactants are: O.C1(C)C=CC(S(O)(=O)=O)=CC=1.Cl[C:14]1[CH:19]=[CH:18][N:17]=[CH:16][C:15]=1[F:20].[CH3:21][C:22]1[CH:23]=[N:24][NH:25][CH:26]=1.C(=O)(O)[O-].[Na+]. (4) Given the product [C:4]([NH:7][C@H:8]([CH2:24][O:25][CH3:26])[C:9]([NH:11][CH2:12][C:13]1[CH:14]=[CH:15][C:16]([CH2:19][CH2:20][CH2:21][O:22][CH3:23])=[CH:17][CH:18]=1)=[O:10])(=[O:6])[CH3:5], predict the reactants needed to synthesize it. The reactants are: CCO.[C:4]([NH:7][C@H:8]([CH2:24][O:25][CH3:26])[C:9]([NH:11][CH2:12][C:13]1[CH:18]=[CH:17][C:16]([C:19]#[C:20][CH2:21][O:22][CH3:23])=[CH:15][CH:14]=1)=[O:10])(=[O:6])[CH3:5].CCOC(C)=O. (5) Given the product [CH:18]1([C:22]2[O:9][N:8]=[C:7]([CH2:6][O:5][C:2]([CH3:4])([CH3:3])[CH3:1])[C:23]=2[C:24]([O:26][CH2:27][CH3:28])=[O:25])[CH2:19][CH2:20][CH2:21]1, predict the reactants needed to synthesize it. The reactants are: [CH3:1][C:2]([O:5][CH2:6][CH:7]=[N:8][OH:9])([CH3:4])[CH3:3].ClN1C(=O)CCC1=O.[CH:18]1([C:22](=O)[CH2:23][C:24]([O:26][CH2:27][CH3:28])=[O:25])[CH2:21][CH2:20][CH2:19]1.[O-]CC.[Na+].